This data is from Forward reaction prediction with 1.9M reactions from USPTO patents (1976-2016). The task is: Predict the product of the given reaction. (1) The product is: [CH3:24][C:25]1([CH3:41])[C:29]([CH3:31])([CH3:30])[O:28][B:27]([C:2]2[CH:3]=[C:4]([CH:21]=[CH:22][CH:23]=2)[CH2:5][O:6][C:7]2[CH:12]=[CH:11][CH:10]=[CH:9][C:8]=2[CH2:13][C:14]([O:16][C:17]([CH3:20])([CH3:19])[CH3:18])=[O:15])[O:26]1. Given the reactants Br[C:2]1[CH:3]=[C:4]([CH:21]=[CH:22][CH:23]=1)[CH2:5][O:6][C:7]1[CH:12]=[CH:11][CH:10]=[CH:9][C:8]=1[CH2:13][C:14]([O:16][C:17]([CH3:20])([CH3:19])[CH3:18])=[O:15].[CH3:24][C:25]1([CH3:41])[C:29]([CH3:31])([CH3:30])[O:28][B:27]([B:27]2[O:28][C:29]([CH3:31])([CH3:30])[C:25]([CH3:41])([CH3:24])[O:26]2)[O:26]1.C([O-])(=O)C.[K+].C(Cl)Cl, predict the reaction product. (2) Given the reactants O=[C:2]1[CH2:7][CH2:6][N:5]([C:8]([O:10][C:11]([CH3:14])([CH3:13])[CH3:12])=[O:9])[CH2:4][CH2:3]1.[CH3:15][NH2:16].C(O[BH-](OC(=O)C)OC(=O)C)(=O)C.[Na+], predict the reaction product. The product is: [CH3:15][NH:16][CH:2]1[CH2:7][CH2:6][N:5]([C:8]([O:10][C:11]([CH3:14])([CH3:13])[CH3:12])=[O:9])[CH2:4][CH2:3]1. (3) Given the reactants Cl[C:2]1[CH:11]=[C:10]([CH3:12])[C:9]2[C:4](=[CH:5][C:6]([O:13][CH3:14])=[CH:7][CH:8]=2)[N:3]=1.[NH2:15][C@H:16]1[CH2:20][CH2:19][C@H:18]([NH:21][C:22](=[O:28])[O:23][C:24]([CH3:27])([CH3:26])[CH3:25])[CH2:17]1.C1C=CC(P(C2C(C3C(P(C4C=CC=CC=4)C4C=CC=CC=4)=CC=C4C=3C=CC=C4)=C3C(C=CC=C3)=CC=2)C2C=CC=CC=2)=CC=1.C(=O)([O-])[O-].[Cs+].[Cs+], predict the reaction product. The product is: [CH3:14][O:13][C:6]1[CH:5]=[C:4]2[C:9]([C:10]([CH3:12])=[CH:11][C:2]([NH:15][C@H:16]3[CH2:20][CH2:19][C@H:18]([NH:21][C:22](=[O:28])[O:23][C:24]([CH3:26])([CH3:25])[CH3:27])[CH2:17]3)=[N:3]2)=[CH:8][CH:7]=1. (4) Given the reactants [CH:1]1[C:10]2[C:5](=[CH:6][CH:7]=[CH:8][CH:9]=2)[CH:4]=[C:3]([C:11]([OH:13])=O)[N:2]=1.C(N1C=CN=C1)(N1C=CN=C1)=O.Cl.[CH3:27][C@H:28]1[CH2:33][CH2:32][C@H:31]([NH2:34])[CH2:30][CH2:29]1.C(N(CC)C(C)C)(C)C, predict the reaction product. The product is: [CH3:27][C@H:28]1[CH2:33][CH2:32][C@H:31]([NH:34][C:11]([C:3]2[N:2]=[CH:1][C:10]3[C:5]([CH:4]=2)=[CH:6][CH:7]=[CH:8][CH:9]=3)=[O:13])[CH2:30][CH2:29]1. (5) Given the reactants [CH:1]([N:4]1[C:9](=[O:10])[CH:8]=[CH:7][C:6]([C:11]2[C:12]([C:20]3[CH:25]=[CH:24][CH:23]=[CH:22][CH:21]=3)=[N:13][CH:14]=[C:15]([CH:19]=2)[C:16](O)=[O:17])=[N:5]1)([CH3:3])[CH3:2].[CH:26]1(N=C=NC2CCCCC2)CCCCC1.CN(C1C=CC=CN=1)C.CC1(C)OC(=O)CC(=O)O1.C([O-])(O)=O.[Na+], predict the reaction product. The product is: [C:16]([C:15]1[CH:19]=[C:11]([C:6]2[CH:7]=[CH:8][C:9](=[O:10])[N:4]([CH:1]([CH3:2])[CH3:3])[N:5]=2)[C:12]([C:20]2[CH:25]=[CH:24][CH:23]=[CH:22][CH:21]=2)=[N:13][CH:14]=1)(=[O:17])[CH3:26].